This data is from Forward reaction prediction with 1.9M reactions from USPTO patents (1976-2016). The task is: Predict the product of the given reaction. (1) Given the reactants [C:1]([CH2:3][C:4]([O:6][CH2:7][CH:8]([CH2:13][CH3:14])[CH2:9][CH2:10][CH2:11][CH3:12])=[O:5])#[N:2].[C:15]([C:23]1[CH:28]=[CH:27][CH:26]=[CH:25][CH:24]=1)(=O)[C:16]1[CH:21]=[CH:20][CH:19]=[CH:18][CH:17]=1.C([O-])(=O)C.[NH4+].C(O)(=O)CC, predict the reaction product. The product is: [C:1]([C:3](=[C:15]([C:16]1[CH:21]=[CH:20][CH:19]=[CH:18][CH:17]=1)[C:23]1[CH:28]=[CH:27][CH:26]=[CH:25][CH:24]=1)[C:4]([O:6][CH2:7][CH:8]([CH2:13][CH3:14])[CH2:9][CH2:10][CH2:11][CH3:12])=[O:5])#[N:2]. (2) Given the reactants [NH2:1][C@H:2]([C:11]1[CH:12]=[N:13][CH:14]=[C:15]([Br:17])[CH:16]=1)[CH2:3][C:4]([O:6][C:7]([CH3:10])([CH3:9])[CH3:8])=[O:5].O=C1CCC(=O)N1[O:25][C:26]([C@@H:28]1[CH2:33][CH2:32][CH2:31][N:30]([C:34](=[O:50])[CH2:35][CH2:36][CH:37]2[CH2:42][CH2:41][N:40]([C:43]([O:45][C:46]([CH3:49])([CH3:48])[CH3:47])=[O:44])[CH2:39][CH2:38]2)[CH2:29]1)=O.C(N(CC)CC)C, predict the reaction product. The product is: [Br:17][C:15]1[CH:16]=[C:11]([C@@H:2]([NH:1][C:26]([C@@H:28]2[CH2:33][CH2:32][CH2:31][N:30]([C:34](=[O:50])[CH2:35][CH2:36][CH:37]3[CH2:42][CH2:41][N:40]([C:43]([O:45][C:46]([CH3:48])([CH3:47])[CH3:49])=[O:44])[CH2:39][CH2:38]3)[CH2:29]2)=[O:25])[CH2:3][C:4]([O:6][C:7]([CH3:10])([CH3:9])[CH3:8])=[O:5])[CH:12]=[N:13][CH:14]=1. (3) Given the reactants [C:1]([NH:4][C:5]1[CH:10]=[CH:9][N:8]=[CH:7][C:6]=1[C:11]([O:13]C)=O)(=[O:3])[CH3:2].[H-].[Na+].Br[CH2:18][C:19]1[CH:24]=[CH:23][CH:22]=[CH:21][CH:20]=1, predict the reaction product. The product is: [CH2:18]([N:4]1[C:5]2[C:6](=[CH:7][N:8]=[CH:9][CH:10]=2)[C:11]([OH:13])=[CH:2][C:1]1=[O:3])[C:19]1[CH:24]=[CH:23][CH:22]=[CH:21][CH:20]=1.